Dataset: Peptide-MHC class II binding affinity with 134,281 pairs from IEDB. Task: Regression. Given a peptide amino acid sequence and an MHC pseudo amino acid sequence, predict their binding affinity value. This is MHC class II binding data. (1) The peptide sequence is MENRWQVMIVWQVDR. The MHC is HLA-DQA10103-DQB10603 with pseudo-sequence HLA-DQA10103-DQB10603. The binding affinity (normalized) is 0.169. (2) The peptide sequence is QQLLFIHFRIGCRHSRIG. The MHC is HLA-DQA10301-DQB10302 with pseudo-sequence HLA-DQA10301-DQB10302. The binding affinity (normalized) is 0. (3) The peptide sequence is GSFIIDGKSRKECPF. The MHC is DRB1_0801 with pseudo-sequence DRB1_0801. The binding affinity (normalized) is 0.543.